Dataset: Full USPTO retrosynthesis dataset with 1.9M reactions from patents (1976-2016). Task: Predict the reactants needed to synthesize the given product. (1) The reactants are: [N+:1]([CH3:4])([O-:3])=[O:2].[CH2:5]([O:7][C:8](=[O:26])[CH:9]=[C:10]1[CH2:15][CH2:14][C:13]([N:22]2[CH2:25][CH2:24][CH2:23]2)([C:16]2[CH:21]=[CH:20][CH:19]=[CH:18][CH:17]=2)[CH2:12][CH2:11]1)[CH3:6].O.O.O.[F-].C([N+](CCCC)(CCCC)CCCC)CCC. Given the product [CH2:5]([O:7][C:8](=[O:26])[CH2:9][C:10]1([CH2:4][N+:1]([O-:3])=[O:2])[CH2:11][CH2:12][C:13]([N:22]2[CH2:25][CH2:24][CH2:23]2)([C:16]2[CH:17]=[CH:18][CH:19]=[CH:20][CH:21]=2)[CH2:14][CH2:15]1)[CH3:6], predict the reactants needed to synthesize it. (2) The reactants are: [C:1](OC(=O)C)(=[O:3])[CH3:2].Cl.[CH:9]1([CH2:13][NH:14][C:15]2[CH:16]=[N:17][O:18][C:19]=2[CH3:20])[CH2:12][CH2:11][CH2:10]1.C([O-])(=O)C.[Na+]. Given the product [CH:9]1([CH2:13][N:14]([C:15]2[CH:16]=[N:17][O:18][C:19]=2[CH3:20])[C:1](=[O:3])[CH3:2])[CH2:10][CH2:11][CH2:12]1, predict the reactants needed to synthesize it. (3) Given the product [F:44][C:45]([F:50])([F:49])[C:46]([OH:48])=[O:47].[CH3:1][C:2]1[CH:3]=[CH:4][C:5]([S:8]([O:11][CH2:12][CH2:13][O:14][CH2:15][CH2:16][O:17][CH2:18][CH2:19][O:20][C:21]2[CH:26]=[CH:25][C:24](/[CH:27]=[CH:28]/[C:29]3[CH:34]=[CH:33][C:32]([NH:35][CH3:36])=[CH:31][CH:30]=3)=[CH:23][CH:22]=2)(=[O:9])=[O:10])=[CH:6][CH:7]=1, predict the reactants needed to synthesize it. The reactants are: [CH3:1][C:2]1[CH:7]=[CH:6][C:5]([S:8]([O:11][CH2:12][CH2:13][O:14][CH2:15][CH2:16][O:17][CH2:18][CH2:19][O:20][C:21]2[CH:26]=[CH:25][C:24](/[CH:27]=[CH:28]/[C:29]3[CH:34]=[CH:33][C:32]([N:35](C(OC(C)(C)C)=O)[CH3:36])=[CH:31][CH:30]=3)=[CH:23][CH:22]=2)(=[O:10])=[O:9])=[CH:4][CH:3]=1.[F:44][C:45]([F:50])([F:49])[C:46]([OH:48])=[O:47]. (4) The reactants are: C([O:3][C:4]([C@@H:6]1[CH2:11][C@H:10]([C:12]2[CH:17]=[CH:16][C:15]([O:18][CH3:19])=[CH:14][CH:13]=2)[C@@H:9]([O:20][CH2:21][C:22]2[CH:23]=[CH:24][C:25]3[O:30][CH2:29][CH2:28][N:27]([CH2:31][CH2:32][CH2:33][O:34][CH3:35])[C:26]=3[CH:36]=2)[CH2:8][NH:7]1)=[O:5])C.[OH-].[Li+].C(=O)([O-])[O-].[Na+].[Na+].Cl[C:46]([O:48][CH2:49][C:50]1[CH:55]=[CH:54][CH:53]=[CH:52][CH:51]=1)=[O:47]. Given the product [CH2:49]([O:48][C:46]([N:7]1[CH2:8][C@H:9]([O:20][CH2:21][C:22]2[CH:23]=[CH:24][C:25]3[O:30][CH2:29][CH2:28][N:27]([CH2:31][CH2:32][CH2:33][O:34][CH3:35])[C:26]=3[CH:36]=2)[C@@H:10]([C:12]2[CH:17]=[CH:16][C:15]([O:18][CH3:19])=[CH:14][CH:13]=2)[CH2:11][C@H:6]1[C:4]([OH:3])=[O:5])=[O:47])[C:50]1[CH:55]=[CH:54][CH:53]=[CH:52][CH:51]=1, predict the reactants needed to synthesize it. (5) Given the product [CH2:21]([O:20][C:18](=[O:19])[C:17](=[CH:6][C:5]1[CH:8]=[CH:9][C:2]([OH:1])=[CH:3][CH:4]=1)[C:16]([O:24][CH2:25][CH3:26])=[O:23])[CH3:22], predict the reactants needed to synthesize it. The reactants are: [OH:1][C:2]1[CH:9]=[CH:8][C:5]([CH:6]=O)=[CH:4][CH:3]=1.N1CCCCC1.[C:16]([O:24][CH2:25][CH3:26])(=[O:23])[CH2:17][C:18]([O:20][CH2:21][CH3:22])=[O:19]. (6) Given the product [CH2:15]([O:22][C:23](=[O:31])[NH:24][C@H:25]1[CH2:28][C@@H:27]([CH2:29][N:36]2[CH2:37][CH2:38][CH:33]([OH:32])[CH2:34][CH2:35]2)[CH2:26]1)[C:16]1[CH:21]=[CH:20][CH:19]=[CH:18][CH:17]=1, predict the reactants needed to synthesize it. The reactants are: C(O[BH-](OC(=O)C)OC(=O)C)(=O)C.[Na+].[CH2:15]([O:22][C:23](=[O:31])[NH:24][C@H:25]1[CH2:28][C@@H:27]([CH:29]=O)[CH2:26]1)[C:16]1[CH:21]=[CH:20][CH:19]=[CH:18][CH:17]=1.[OH:32][CH:33]1[CH2:38][CH2:37][NH:36][CH2:35][CH2:34]1. (7) Given the product [CH:29]1([CH2:32][N:1]2[CH2:6][CH2:5][CH2:4][CH:3]([C:7]3[O:11][C:10]([C:12]4[CH:13]=[CH:14][N:15]=[CH:16][CH:17]=4)=[C:9]([C:18]4[CH:19]=[C:20]5[C:24](=[CH:25][CH:26]=4)[C:23](=[N:27][OH:28])[CH2:22][CH2:21]5)[CH:8]=3)[CH2:2]2)[CH2:31][CH2:30]1, predict the reactants needed to synthesize it. The reactants are: [NH:1]1[CH2:6][CH2:5][CH2:4][CH:3]([C:7]2[O:11][C:10]([C:12]3[CH:17]=[CH:16][N:15]=[CH:14][CH:13]=3)=[C:9]([C:18]3[CH:19]=[C:20]4[C:24](=[CH:25][CH:26]=3)[C:23](=[N:27][OH:28])[CH2:22][CH2:21]4)[CH:8]=2)[CH2:2]1.[CH:29]1([CH:32]=O)[CH2:31][CH2:30]1.